This data is from NCI-60 drug combinations with 297,098 pairs across 59 cell lines. The task is: Regression. Given two drug SMILES strings and cell line genomic features, predict the synergy score measuring deviation from expected non-interaction effect. (1) Drug 1: CC(CN1CC(=O)NC(=O)C1)N2CC(=O)NC(=O)C2. Drug 2: CC(C)(C#N)C1=CC(=CC(=C1)CN2C=NC=N2)C(C)(C)C#N. Cell line: RPMI-8226. Synergy scores: CSS=29.0, Synergy_ZIP=3.60, Synergy_Bliss=5.33, Synergy_Loewe=2.60, Synergy_HSA=2.82. (2) Drug 1: C#CCC(CC1=CN=C2C(=N1)C(=NC(=N2)N)N)C3=CC=C(C=C3)C(=O)NC(CCC(=O)O)C(=O)O. Synergy scores: CSS=21.2, Synergy_ZIP=-9.28, Synergy_Bliss=0.572, Synergy_Loewe=-15.2, Synergy_HSA=0.405. Cell line: A498. Drug 2: CN(CCCl)CCCl.Cl. (3) Drug 1: CNC(=O)C1=CC=CC=C1SC2=CC3=C(C=C2)C(=NN3)C=CC4=CC=CC=N4. Drug 2: COC1=C(C=C2C(=C1)N=CN=C2NC3=CC(=C(C=C3)F)Cl)OCCCN4CCOCC4. Cell line: MDA-MB-231. Synergy scores: CSS=6.89, Synergy_ZIP=-0.727, Synergy_Bliss=-4.62, Synergy_Loewe=-7.73, Synergy_HSA=-7.64. (4) Drug 1: CC(C1=C(C=CC(=C1Cl)F)Cl)OC2=C(N=CC(=C2)C3=CN(N=C3)C4CCNCC4)N. Drug 2: CC12CCC(CC1=CCC3C2CCC4(C3CC=C4C5=CN=CC=C5)C)O. Cell line: SK-OV-3. Synergy scores: CSS=2.77, Synergy_ZIP=-0.521, Synergy_Bliss=2.86, Synergy_Loewe=0.513, Synergy_HSA=1.96.